This data is from Forward reaction prediction with 1.9M reactions from USPTO patents (1976-2016). The task is: Predict the product of the given reaction. Given the reactants [NH2:1][C:2]1[C:10]([F:11])=[CH:9][C:5]([C:6]([OH:8])=[O:7])=[C:4]([F:12])[CH:3]=1.[CH2:13](O)[CH3:14].O.C(=O)(O)[O-], predict the reaction product. The product is: [NH2:1][C:2]1[C:10]([F:11])=[CH:9][C:5]([C:6]([O:8][CH2:13][CH3:14])=[O:7])=[C:4]([F:12])[CH:3]=1.